From a dataset of Forward reaction prediction with 1.9M reactions from USPTO patents (1976-2016). Predict the product of the given reaction. (1) Given the reactants [F:1][C:2]1[CH:7]=[C:6]([F:8])[CH:5]=[CH:4][C:3]=1[N:9]1[C:17](=[O:18])[C:16]2[C@@H:15]3[C:19]([CH3:21])([CH3:20])[C@@:12]([CH3:22])([CH2:13][CH2:14]3)[C:11]=2[NH:10]1.[C:23]([C:27]1[CH:34]=[CH:33][C:30]([CH2:31]Br)=[CH:29][CH:28]=1)([CH3:26])([CH3:25])[CH3:24].C, predict the reaction product. The product is: [C:23]([C:27]1[CH:28]=[CH:29][C:30]([CH2:31][N:10]2[C:11]3[C@@:12]4([CH3:22])[C:19]([CH3:21])([CH3:20])[C@H:15]([CH2:14][CH2:13]4)[C:16]=3[C:17](=[O:18])[N:9]2[C:3]2[CH:4]=[CH:5][C:6]([F:8])=[CH:7][C:2]=2[F:1])=[CH:33][CH:34]=1)([CH3:26])([CH3:24])[CH3:25]. (2) Given the reactants [Br:1][C:2]1[CH:10]=[C:9]2[C:5]([CH2:6][CH2:7][C:8]2=[O:11])=[CH:4][CH:3]=1.C1(C)C=CC(S(O)(=O)=O)=CC=1.[CH2:23](O)[CH2:24][OH:25], predict the reaction product. The product is: [Br:1][C:2]1[CH:10]=[C:9]2[C:5]([CH2:6][CH2:7][C:8]32[O:25][CH2:24][CH2:23][O:11]3)=[CH:4][CH:3]=1.